This data is from NCI-60 drug combinations with 297,098 pairs across 59 cell lines. The task is: Regression. Given two drug SMILES strings and cell line genomic features, predict the synergy score measuring deviation from expected non-interaction effect. (1) Drug 1: CS(=O)(=O)C1=CC(=C(C=C1)C(=O)NC2=CC(=C(C=C2)Cl)C3=CC=CC=N3)Cl. Drug 2: C1CC(=O)NC(=O)C1N2CC3=C(C2=O)C=CC=C3N. Cell line: COLO 205. Synergy scores: CSS=-12.9, Synergy_ZIP=1.46, Synergy_Bliss=-4.15, Synergy_Loewe=-9.12, Synergy_HSA=-10.4. (2) Drug 1: C1CCC(C1)C(CC#N)N2C=C(C=N2)C3=C4C=CNC4=NC=N3. Drug 2: C1=NC2=C(N=C(N=C2N1C3C(C(C(O3)CO)O)O)F)N. Cell line: RPMI-8226. Synergy scores: CSS=-9.82, Synergy_ZIP=0.943, Synergy_Bliss=-8.07, Synergy_Loewe=-10.9, Synergy_HSA=-12.9. (3) Drug 1: CCC1=C2CN3C(=CC4=C(C3=O)COC(=O)C4(CC)O)C2=NC5=C1C=C(C=C5)O. Drug 2: C1=CN(C=N1)CC(O)(P(=O)(O)O)P(=O)(O)O. Cell line: U251. Synergy scores: CSS=39.4, Synergy_ZIP=-1.61, Synergy_Bliss=-3.13, Synergy_Loewe=-63.7, Synergy_HSA=-5.72.